From a dataset of Full USPTO retrosynthesis dataset with 1.9M reactions from patents (1976-2016). Predict the reactants needed to synthesize the given product. (1) The reactants are: [CH2:1]([NH:3][C:4]1[N:9]=[C:8]([NH:10][CH:11]2[CH2:16][CH2:15][CH2:14][CH2:13][CH2:12]2)[CH:7]=[C:6]([CH3:17])[N:5]=1)[CH3:2].[I:18]N1C(=O)CCC1=O. Given the product [CH2:1]([NH:3][C:4]1[N:9]=[C:8]([NH:10][CH:11]2[CH2:16][CH2:15][CH2:14][CH2:13][CH2:12]2)[C:7]([I:18])=[C:6]([CH3:17])[N:5]=1)[CH3:2], predict the reactants needed to synthesize it. (2) Given the product [C:3]([C:5]1[CH:6]=[CH:7][C:8]([C:11]2[C:21]([CH2:22][C:23]3[N:28]=[C:27]([C:29]([OH:31])=[O:30])[CH:26]=[CH:25][CH:24]=3)=[C:14]3[CH:15]=[CH:16][C:17]([O:19][CH3:20])=[CH:18][N:13]3[N:12]=2)=[CH:9][CH:10]=1)#[N:4], predict the reactants needed to synthesize it. The reactants are: [OH-].[K+].[C:3]([C:5]1[CH:10]=[CH:9][C:8]([C:11]2[C:21]([CH2:22][C:23]3[N:28]=[C:27]([C:29]([O:31]C)=[O:30])[CH:26]=[CH:25][CH:24]=3)=[C:14]3[CH:15]=[CH:16][C:17]([O:19][CH3:20])=[CH:18][N:13]3[N:12]=2)=[CH:7][CH:6]=1)#[N:4].Cl.